Dataset: Forward reaction prediction with 1.9M reactions from USPTO patents (1976-2016). Task: Predict the product of the given reaction. Given the reactants [Cl:1][C:2]1[CH:7]=[C:6]([Cl:8])[CH:5]=[CH:4][C:3]=1[C:9]1[N:10]=[C:11](/[CH:16]=[CH:17]/[C:18]2[CH:23]=[CH:22][C:21]([C:24]3[CH:29]=[CH:28][C:27]([O:30][C:31]4[CH:36]=[CH:35][C:34]([NH2:37])=[CH:33][CH:32]=4)=[CH:26][CH:25]=3)=[CH:20][CH:19]=2)[N:12]([CH2:14][CH3:15])[CH:13]=1.[F:38][C:39]([F:52])([F:51])[S:40](O[S:40]([C:39]([F:52])([F:51])[F:38])(=[O:42])=[O:41])(=[O:42])=[O:41], predict the reaction product. The product is: [Cl:1][C:2]1[CH:7]=[C:6]([Cl:8])[CH:5]=[CH:4][C:3]=1[C:9]1[N:10]=[C:11](/[CH:16]=[CH:17]/[C:18]2[CH:23]=[CH:22][C:21]([C:24]3[CH:29]=[CH:28][C:27]([O:30][C:31]4[CH:32]=[CH:33][C:34]([NH:37][S:40]([C:39]([F:52])([F:51])[F:38])(=[O:42])=[O:41])=[CH:35][CH:36]=4)=[CH:26][CH:25]=3)=[CH:20][CH:19]=2)[N:12]([CH2:14][CH3:15])[CH:13]=1.